Dataset: Catalyst prediction with 721,799 reactions and 888 catalyst types from USPTO. Task: Predict which catalyst facilitates the given reaction. (1) Reactant: [CH3:1][C:2]1[CH:11]=[C:10]2[C:5]([CH:6]=[CH:7][CH:8]=[N:9]2)=[CH:4][CH:3]=1.ClC1C=C(C=CC=1)C(OO)=[O:17]. Product: [CH3:1][C:2]1[CH:11]=[C:10]2[C:5]([CH:6]=[CH:7][CH:8]=[N+:9]2[O-:17])=[CH:4][CH:3]=1. The catalyst class is: 2. (2) Reactant: C[O:2][C:3]([C:5]1[C:14]2[C:9](=[CH:10][CH:11]=[CH:12][CH:13]=2)[CH:8]=[CH:7][C:6]=1[C:15]#[CH:16])=O.C1COCC1.[H-].[Al+3].[Li+].[H-].[H-].[H-]. Product: [C:15]([C:6]1[CH:7]=[CH:8][C:9]2[C:14](=[CH:13][CH:12]=[CH:11][CH:10]=2)[C:5]=1[CH2:3][OH:2])#[CH:16]. The catalyst class is: 170. (3) Reactant: C([Li])(C)(C)C.[CH2:6]=[CH:7][C:8](=[CH2:10])[CH3:9].[CH2:11]=[CH:12][C:13]1[CH:18]=[CH:17][CH:16]=[CH:15][CH:14]=1.ClCC=C. Product: [CH2:6]=[CH:7][C:8](=[CH2:9])[CH3:10].[CH2:11]=[CH:12][C:13]1[CH:18]=[CH:17][CH:16]=[CH:15][CH:14]=1. The catalyst class is: 5. (4) The catalyst class is: 21. Product: [Cl:1][C:2]1[CH:3]=[CH:4][C:5]([C:8]2[C:9](=[O:18])[N:10]([CH2:20][C:21]([O:23][CH2:24][CH3:25])=[O:22])[C:11]3([CH2:17][CH2:16][CH2:15][CH2:14][CH2:13]3)[N:12]=2)=[CH:6][CH:7]=1. Reactant: [Cl:1][C:2]1[CH:7]=[CH:6][C:5]([C:8]2[C:9](=[O:18])[NH:10][C:11]3([CH2:17][CH2:16][CH2:15][CH2:14][CH2:13]3)[N:12]=2)=[CH:4][CH:3]=1.Br[CH2:20][C:21]([O:23][CH2:24][CH3:25])=[O:22].C(=O)([O-])[O-].[K+].[K+]. (5) Reactant: [H-].[Na+].[NH:3]1[CH:7]=[CH:6][CH:5]=[CH:4]1.[C:8]1([CH3:18])[CH:13]=[CH:12][C:11]([S:14](Cl)(=[O:16])=[O:15])=[CH:10][CH:9]=1.O. Product: [C:8]1([CH3:18])[CH:13]=[CH:12][C:11]([S:14]([N:3]2[CH:7]=[CH:6][CH:5]=[CH:4]2)(=[O:16])=[O:15])=[CH:10][CH:9]=1. The catalyst class is: 1.